From a dataset of Full USPTO retrosynthesis dataset with 1.9M reactions from patents (1976-2016). Predict the reactants needed to synthesize the given product. (1) Given the product [Cl:1][C:2]1[CH:3]=[C:4]([CH:8]([CH2:21][CH2:22][C:23]([F:26])([F:25])[F:24])[C:9]([OH:11])=[O:10])[CH:5]=[CH:6][CH:7]=1, predict the reactants needed to synthesize it. The reactants are: [Cl:1][C:2]1[CH:3]=[C:4]([CH2:8][C:9]([OH:11])=[O:10])[CH:5]=[CH:6][CH:7]=1.C([N-]C(C)C)(C)C.[Li+].I[CH2:21][CH2:22][C:23]([F:26])([F:25])[F:24].Cl. (2) Given the product [CH:1]1([C:6]2[CH:10]=[C:9]([NH:11][C:12]([NH:14][C:15]3[CH:20]=[C:19]([C:21]4[C:32](=[O:33])[N:31]([CH3:34])[C:24]5[N:25]=[C:26]([NH:39][CH3:38])[N:27]=[CH:28][C:23]=5[CH:22]=4)[C:18]([CH3:35])=[CH:17][C:16]=3[F:36])=[O:13])[N:8]([CH3:37])[N:7]=2)[CH2:5][CH2:4][CH2:3][CH2:2]1, predict the reactants needed to synthesize it. The reactants are: [CH:1]1([C:6]2[CH:10]=[C:9]([NH:11][C:12]([NH:14][C:15]3[CH:20]=[C:19]([C:21]4[C:32](=[O:33])[N:31]([CH3:34])[C:24]5[N:25]=[C:26](SC)[N:27]=[CH:28][C:23]=5[CH:22]=4)[C:18]([CH3:35])=[CH:17][C:16]=3[F:36])=[O:13])[N:8]([CH3:37])[N:7]=2)[CH2:5][CH2:4][CH2:3][CH2:2]1.[CH3:38][NH2:39].C1COCC1. (3) Given the product [CH:1]1([C:5]2[O:9][N:8]=[C:7]([C:10]3[C:11]([Cl:17])=[CH:12][N:13]=[CH:14][C:15]=3[Cl:16])[C:6]=2[CH2:18][OH:19])[CH2:2][CH2:3][CH2:4]1, predict the reactants needed to synthesize it. The reactants are: [CH:1]1([C:5]2[O:9][N:8]=[C:7]([C:10]3[C:15]([Cl:16])=[CH:14][N:13]=[CH:12][C:11]=3[Cl:17])[C:6]=2[C:18](O)=[O:19])[CH2:4][CH2:3][CH2:2]1.C(N(CC)CC)C.ClC(OC(C)C)=O.[BH4-].[Na+]. (4) Given the product [NH:12]1[C:13]2[CH:19]=[CH:18][CH:17]=[CH:16][C:14]=2[N:15]=[C:11]1[CH:9]([N:6]1[C:7]2[N:8]=[CH:22][NH:1][C:2]=2[C:3](=[O:21])[NH:4][C:5]1=[S:20])[CH3:10], predict the reactants needed to synthesize it. The reactants are: [NH2:1][C:2]1[C:3](=[O:21])[NH:4][C:5](=[S:20])[N:6]([CH:9]([C:11]2[NH:15][C:14]3[CH:16]=[CH:17][CH:18]=[CH:19][C:13]=3[N:12]=2)[CH3:10])[C:7]=1[NH2:8].[C:22](O)(=O)C.C(N)=N. (5) Given the product [Br:13][C:14]1[CH:19]=[CH:18][C:17]([F:20])=[CH:16][C:15]=1[O:21][C:2]1[CH:12]=[CH:11][C:5]([C:6]([O:8][CH2:9][CH3:10])=[O:7])=[CH:4][CH:3]=1, predict the reactants needed to synthesize it. The reactants are: F[C:2]1[CH:12]=[CH:11][C:5]([C:6]([O:8][CH2:9][CH3:10])=[O:7])=[CH:4][CH:3]=1.[Br:13][C:14]1[CH:19]=[CH:18][C:17]([F:20])=[CH:16][C:15]=1[OH:21].C(=O)([O-])[O-].[K+].[K+]. (6) Given the product [O:38]1[CH2:39][CH2:40][N:35]([C:2]2[N:7]=[C:6]([O:8][C:9]3[CH:34]=[CH:33][CH:32]=[CH:31][C:10]=3[CH2:11][NH:12][C:13]([NH:15][C:16]3[N:20]([C:21]4[CH:22]=[N:23][CH:24]=[CH:25][CH:26]=4)[N:19]=[C:18]([C:27]([CH3:28])([CH3:30])[CH3:29])[CH:17]=3)=[O:14])[CH:5]=[CH:4][N:3]=2)[CH2:36][CH2:37]1, predict the reactants needed to synthesize it. The reactants are: Cl[C:2]1[N:7]=[C:6]([O:8][C:9]2[CH:34]=[CH:33][CH:32]=[CH:31][C:10]=2[CH2:11][NH:12][C:13]([NH:15][C:16]2[N:20]([C:21]3[CH:22]=[N:23][CH:24]=[CH:25][CH:26]=3)[N:19]=[C:18]([C:27]([CH3:30])([CH3:29])[CH3:28])[CH:17]=2)=[O:14])[CH:5]=[CH:4][N:3]=1.[NH:35]1[CH2:40][CH2:39][O:38][CH2:37][CH2:36]1. (7) Given the product [NH2:1][C:2]1[C:3]([C:30]2[CH:31]=[CH:32][C:27]([C:26]([F:37])([F:36])[F:25])=[CH:28][CH:29]=2)=[CH:4][C:5]([CH:14]([CH2:20][CH:21]([CH3:23])[CH3:22])[C:15]([O:17][CH2:18][CH3:19])=[O:16])=[CH:6][C:7]=1[O:8][CH2:9][C:10]([F:13])([F:12])[F:11], predict the reactants needed to synthesize it. The reactants are: [NH2:1][C:2]1[C:7]([O:8][CH2:9][C:10]([F:13])([F:12])[F:11])=[CH:6][C:5]([CH:14]([CH2:20][CH:21]([CH3:23])[CH3:22])[C:15]([O:17][CH2:18][CH3:19])=[O:16])=[CH:4][C:3]=1Br.[F:25][C:26]([F:37])([F:36])[C:27]1[CH:32]=[CH:31][C:30](B(O)O)=[CH:29][CH:28]=1.[F-].[Cs+].CCOC(C)=O. (8) Given the product [Si:24]([O:14][CH:13]([C:15]1[N:16]=[N:17][NH:18][N:19]=1)[CH2:12][CH2:11][CH2:10][CH2:9][CH2:8][CH2:7][C:1]1[CH:6]=[CH:5][CH:4]=[CH:3][CH:2]=1)([C:21]([CH3:23])([CH3:22])[CH3:20])([CH3:26])[CH3:25], predict the reactants needed to synthesize it. The reactants are: [C:1]1([CH2:7][CH2:8][CH2:9][CH2:10][CH2:11][CH2:12][CH:13]([C:15]2[N:16]=[N:17][NH:18][N:19]=2)[OH:14])[CH:6]=[CH:5][CH:4]=[CH:3][CH:2]=1.[CH3:20][C:21]([Si:24](Cl)([CH3:26])[CH3:25])([CH3:23])[CH3:22].N1C=CN=C1.